Dataset: Forward reaction prediction with 1.9M reactions from USPTO patents (1976-2016). Task: Predict the product of the given reaction. (1) Given the reactants [Cl:1][C:2]1[CH:3]=[C:4]2[C:8](=[CH:9][CH:10]=1)[NH:7][CH:6]=[CH:5]2.[H-].[Na+].I[CH3:14], predict the reaction product. The product is: [Cl:1][C:2]1[CH:3]=[C:4]2[C:8](=[CH:9][CH:10]=1)[N:7]([CH3:14])[CH:6]=[CH:5]2. (2) Given the reactants [C:1]([O:5][CH2:6][CH2:7]O)(=[O:4])[CH:2]=[CH2:3].C(O[CH2:14][CH2:15][CH2:16][CH3:17])(=O)C=C.[C:18](O)(=O)[CH:19]=C, predict the reaction product. The product is: [C:1]([O:5][CH2:6][CH:7]([CH2:18][CH3:19])[CH2:14][CH2:15][CH2:16][CH3:17])(=[O:4])[CH:2]=[CH2:3].